Dataset: Full USPTO retrosynthesis dataset with 1.9M reactions from patents (1976-2016). Task: Predict the reactants needed to synthesize the given product. (1) Given the product [O:1]=[C:2]1[CH2:3][CH2:4][CH:5]([NH:8][C:9](=[O:15])[O:10][C:11]([CH3:13])([CH3:12])[CH3:14])[CH2:6][CH2:7]1, predict the reactants needed to synthesize it. The reactants are: [OH:1][CH:2]1[CH2:7][CH2:6][CH:5]([NH:8][C:9](=[O:15])[O:10][C:11]([CH3:14])([CH3:13])[CH3:12])[CH2:4][CH2:3]1.CC(OI1(OC(C)=O)(OC(C)=O)OC(=O)C2C=CC=CC1=2)=O.[O-]S([O-])(=S)=O.[Na+].[Na+]. (2) Given the product [Br:21][CH2:12][CH2:13][N:14]1[CH2:18][CH2:17][N:16]([CH3:19])[C:15]1=[O:20], predict the reactants needed to synthesize it. The reactants are: CC1C=CC(S(O[CH2:12][CH2:13][N:14]2[CH2:18][CH2:17][N:16]([CH3:19])[C:15]2=[O:20])(=O)=O)=CC=1.[Br-:21].[Li+].C([O-])(O)=O.[Na+].O. (3) Given the product [Cl:14][C:15]1[CH:20]=[CH:19][C:18]([C:21]2[CH:26]=[CH:25][C:24]([S:27]([N:11]3[CH2:12][CH2:13][CH:8]([N:5]4[CH2:6][CH2:7][CH:2]([CH3:1])[CH2:3][CH2:4]4)[CH2:9][CH2:10]3)(=[O:29])=[O:28])=[CH:23][CH:22]=2)=[CH:17][CH:16]=1, predict the reactants needed to synthesize it. The reactants are: [CH3:1][CH:2]1[CH2:7][CH2:6][N:5]([CH:8]2[CH2:13][CH2:12][NH:11][CH2:10][CH2:9]2)[CH2:4][CH2:3]1.[Cl:14][C:15]1[CH:20]=[CH:19][C:18]([C:21]2[CH:26]=[CH:25][C:24]([S:27](Cl)(=[O:29])=[O:28])=[CH:23][CH:22]=2)=[CH:17][CH:16]=1.